This data is from Catalyst prediction with 721,799 reactions and 888 catalyst types from USPTO. The task is: Predict which catalyst facilitates the given reaction. Reactant: [NH:1]([CH2:5][CH2:6][OH:7])[CH2:2][CH2:3][OH:4].F[C:9]1[CH:14]=[CH:13][C:12]([N+:15]([O-:17])=[O:16])=[CH:11][CH:10]=1. Product: [N+:15]([C:12]1[CH:13]=[CH:14][C:9]([N:1]([CH2:5][CH2:6][OH:7])[CH2:2][CH2:3][OH:4])=[CH:10][CH:11]=1)([O-:17])=[O:16]. The catalyst class is: 3.